From a dataset of Reaction yield outcomes from USPTO patents with 853,638 reactions. Predict the reaction yield, written as a fraction of the theoretical maximum amount of product (1.0 means a 100% yield; for example, 0.34 means a 34% yield). (1) The yield is 0.217. The reactants are [CH2:1]([NH:8][CH2:9][CH2:10][C:11]1[CH:25]=[CH:24][C:14]([O:15][C:16]2[CH:23]=[CH:22][C:19]([C:20]#[N:21])=[CH:18][N:17]=2)=[CH:13][CH:12]=1)[C:2]1[CH:7]=[CH:6][CH:5]=[CH:4][CH:3]=1.CSC.B.Cl.[OH-].[Na+]. The catalyst is C1COCC1. The product is [NH2:21][CH2:20][C:19]1[CH:22]=[CH:23][C:16]([O:15][C:14]2[CH:24]=[CH:25][C:11]([CH2:10][CH2:9][NH:8][CH2:1][C:2]3[CH:3]=[CH:4][CH:5]=[CH:6][CH:7]=3)=[CH:12][CH:13]=2)=[N:17][CH:18]=1. (2) The reactants are C([O:8][CH2:9][C@@H:10]1[CH:14]([CH:15]([CH3:18])[CH2:16][OH:17])[O:13][C:12](=[O:19])[NH:11]1)C1C=CC=CC=1. The catalyst is CO.[Pd]. The product is [OH:8][CH2:9][C@@H:10]1[CH:14]([CH:15]([CH3:18])[CH2:16][OH:17])[O:13][C:12](=[O:19])[NH:11]1. The yield is 0.990. (3) The reactants are [CH3:1][C:2]1[CH:7]=[C:6]([CH2:8][C:9]2[C:10](=[O:29])[N:11]([CH:22]3[CH2:27][CH2:26][C:25](=[O:28])[CH2:24][CH2:23]3)[C:12]3[N:13]([N:18]=[C:19]([CH3:21])[N:20]=3)[C:14]=2[CH2:15][CH2:16][CH3:17])[CH:5]=[CH:4][C:3]=1[C:30]1[C:31]([C:36]#[N:37])=[CH:32][CH:33]=[CH:34][CH:35]=1.O1CCCC1.[BH4-].[Na+]. The catalyst is CO. The product is [OH:28][C@H:25]1[CH2:26][CH2:27][C@H:22]([N:11]2[C:10](=[O:29])[C:9]([CH2:8][C:6]3[CH:5]=[CH:4][C:3]([C:30]4[C:31]([C:36]#[N:37])=[CH:32][CH:33]=[CH:34][CH:35]=4)=[C:2]([CH3:1])[CH:7]=3)=[C:14]([CH2:15][CH2:16][CH3:17])[N:13]3[N:18]=[C:19]([CH3:21])[N:20]=[C:12]23)[CH2:23][CH2:24]1. The yield is 0.910. (4) The reactants are Br[C:2]1[N:3]=[CH:4][C:5]([C:15]([O:17][CH3:18])=[O:16])=[N:6][C:7]=1[C:8]1[CH:13]=[CH:12][C:11]([Cl:14])=[CH:10][CH:9]=1.C(=O)([O-])[O-].[Cs+].[Cs+].[F:25][C:26]([F:31])([F:30])[C@@H:27]([OH:29])[CH3:28]. The catalyst is CS(C)=O. The product is [Cl:14][C:11]1[CH:12]=[CH:13][C:8]([C:7]2[N:6]=[C:5]([C:15]([O:17][CH3:18])=[O:16])[CH:4]=[N:3][C:2]=2[O:29][C@@H:27]([CH3:28])[C:26]([F:31])([F:30])[F:25])=[CH:9][CH:10]=1. The yield is 0.776. (5) The reactants are C[O:2][C:3]([C:5]1[C:9]([CH2:10][OH:11])=[C:8]([C:12]2[CH:17]=[CH:16][C:15]([O:18][S:19]([CH2:22][CH2:23][C:24]([F:27])([F:26])[F:25])(=[O:21])=[O:20])=[CH:14][CH:13]=2)[N:7]([C:28]2[CH:33]=[CH:32][C:31]([Cl:34])=[CH:30][C:29]=2[Cl:35])[N:6]=1)=[O:4].C1COCC1.[OH-].[Li+].Cl. The catalyst is CO.O. The product is [Cl:35][C:29]1[CH:30]=[C:31]([Cl:34])[CH:32]=[CH:33][C:28]=1[N:7]1[C:8]([C:12]2[CH:17]=[CH:16][C:15]([O:18][S:19]([CH2:22][CH2:23][C:24]([F:27])([F:26])[F:25])(=[O:21])=[O:20])=[CH:14][CH:13]=2)=[C:9]([CH2:10][OH:11])[C:5]([C:3]([OH:4])=[O:2])=[N:6]1. The yield is 0.930. (6) The reactants are [Cl:1][C:2]1[S:6][C:5]([NH2:7])=[N:4][CH:3]=1.[Br:8][CH2:9][C:10]([OH:12])=[O:11]. The catalyst is CCO. The product is [BrH:8].[Cl:1][C:2]1[S:6][C:5](=[NH:7])[N:4]([CH2:9][C:10]([OH:12])=[O:11])[CH:3]=1. The yield is 0.100. (7) The reactants are COC[O:4][C:5]1[CH:10]=[C:9]([O:11]COC)[CH:8]=[CH:7][C:6]=1[C:15]1[CH2:20][CH2:19][CH2:18][C:17](=[N:21][OH:22])[CH:16]=1. The catalyst is CO. The product is [OH:4][C:5]1[CH:10]=[C:9]([OH:11])[CH:8]=[CH:7][C:6]=1[C:15]1[CH2:20][CH2:19][CH2:18][C:17](=[N:21][OH:22])[CH:16]=1. The yield is 0.810. (8) The reactants are [H-].[Na+].[N+:3]([C:6]1[CH:7]=[CH:8][CH:9]=[C:10]2[C:14]=1[NH:13][C:12]([C:15]1[S:16][CH:17]=[CH:18][N:19]=1)=[CH:11]2)([O-:5])=[O:4].[CH3:20][O:21][CH2:22]Cl.O. The catalyst is CN(C)C=O.O1CCCC1. The product is [CH3:20][O:21][CH2:22][N:13]1[C:14]2[C:10](=[CH:9][CH:8]=[CH:7][C:6]=2[N+:3]([O-:5])=[O:4])[CH:11]=[C:12]1[C:15]1[S:16][CH:17]=[CH:18][N:19]=1. The yield is 0.820.